Regression. Given a peptide amino acid sequence and an MHC pseudo amino acid sequence, predict their binding affinity value. This is MHC class I binding data. From a dataset of Peptide-MHC class I binding affinity with 185,985 pairs from IEDB/IMGT. The peptide sequence is ATADLELAY. The binding affinity (normalized) is 0.270. The MHC is HLA-A02:03 with pseudo-sequence HLA-A02:03.